Dataset: Full USPTO retrosynthesis dataset with 1.9M reactions from patents (1976-2016). Task: Predict the reactants needed to synthesize the given product. (1) Given the product [Br:8][C:5]1[CH:6]=[CH:7][C:2]([N:9]2[CH2:14][CH2:13][S:12](=[O:16])(=[O:15])[CH2:11][CH2:10]2)=[N:3][CH:4]=1, predict the reactants needed to synthesize it. The reactants are: Br[C:2]1[CH:7]=[CH:6][C:5]([Br:8])=[CH:4][N:3]=1.[NH:9]1[CH2:14][CH2:13][S:12](=[O:16])(=[O:15])[CH2:11][CH2:10]1. (2) Given the product [Si:10]([O:24][CH2:25][C:26]1[C:27](=[O:32])[NH:28][CH:29]=[CH:30][CH:31]=1)([C:6]([CH3:9])([CH3:8])[CH3:7])([C:18]1[CH:23]=[CH:22][CH:21]=[CH:20][CH:19]=1)[C:12]1[CH:17]=[CH:16][CH:15]=[CH:14][CH:13]=1, predict the reactants needed to synthesize it. The reactants are: N1C=CN=C1.[C:6]([Si:10]([C:18]1[CH:23]=[CH:22][CH:21]=[CH:20][CH:19]=1)([C:12]1[CH:17]=[CH:16][CH:15]=[CH:14][CH:13]=1)Cl)([CH3:9])([CH3:8])[CH3:7].[OH:24][CH2:25][C:26]1[C:27](=[O:32])[NH:28][CH:29]=[CH:30][CH:31]=1.O. (3) Given the product [OH:2][CH:3]1[CH2:8][CH2:7][N:6]([CH2:9][C:10]2[CH:11]=[CH:12][CH:13]=[CH:14][CH:15]=2)[CH2:5][CH:4]1[C:16]([O:18][CH2:19][CH3:20])=[O:17], predict the reactants needed to synthesize it. The reactants are: Cl.[O:2]=[C:3]1[CH2:8][CH2:7][N:6]([CH2:9][C:10]2[CH:15]=[CH:14][CH:13]=[CH:12][CH:11]=2)[CH2:5][CH:4]1[C:16]([O:18][CH2:19][CH3:20])=[O:17].C(N(CC)CC)C.[BH4-].[Na+].Cl.C(=O)(O)[O-].[Na+]. (4) Given the product [CH3:23][O:3][N:2]([CH3:1])[C:6](=[O:22])[CH2:7][CH2:8][CH2:9][CH2:10][CH2:11][CH2:12][CH2:13][CH2:14][CH2:15][CH2:16][CH2:17][CH2:18][CH2:19][CH2:20][CH2:21][OH:5], predict the reactants needed to synthesize it. The reactants are: [CH3:1][N:2](C)[OH:3].[O:5]1[CH2:21][CH2:20][CH2:19][CH2:18][CH2:17][CH2:16][CH2:15][CH2:14][CH2:13][CH2:12][CH2:11][CH2:10][CH2:9][CH2:8][CH2:7][C:6]1=[O:22].[CH3:23]COCC.CO. (5) Given the product [NH2:1][C:2]1[CH:9]=[CH:8][CH:7]=[C:6]([C:12]2[O:11][CH2:15][CH2:14][CH:13]=2)[C:3]=1[C:4]#[N:5], predict the reactants needed to synthesize it. The reactants are: [NH2:1][C:2]1[CH:9]=[CH:8][CH:7]=[C:6](Br)[C:3]=1[C:4]#[N:5].[O:11]1[CH2:15][CH2:14][CH:13]=[C:12]1[Sn](C)(C)C.[Cl-].[NH4+].[OH-].[NH4+]. (6) Given the product [CH2:49]([C:46]1[S:47][CH:48]=[C:44]([C:42]([N:38]2[CH2:37][C:36]3([CH2:53][CH2:54][N:33]([CH2:32][C:31]4[CH:55]=[CH:56][CH:57]=[C:29]([CH2:28][CH2:27][OH:26])[C:30]=4[F:58])[CH2:34][CH2:35]3)[O:41][CH2:40][CH2:39]2)=[O:43])[N:45]=1)[CH2:50][CH2:51][CH3:52], predict the reactants needed to synthesize it. The reactants are: CCCC[N+](CCCC)(CCCC)CCCC.[F-].[Si]([O:26][CH2:27][CH2:28][C:29]1[C:30]([F:58])=[C:31]([CH:55]=[CH:56][CH:57]=1)[CH2:32][N:33]1[CH2:54][CH2:53][C:36]2([O:41][CH2:40][CH2:39][N:38]([C:42]([C:44]3[N:45]=[C:46]([CH2:49][CH2:50][CH2:51][CH3:52])[S:47][CH:48]=3)=[O:43])[CH2:37]2)[CH2:35][CH2:34]1)(C(C)(C)C)(C)C.